This data is from Full USPTO retrosynthesis dataset with 1.9M reactions from patents (1976-2016). The task is: Predict the reactants needed to synthesize the given product. Given the product [Cl:18][C:19]1[CH:24]=[CH:23][C:22]([O:28][CH3:29])=[C:21]([C:14]2[CH:15]=[CH:16][C:11]([S:8]([C:5]3[CH:6]=[CH:7][C:2]([F:1])=[CH:3][CH:4]=3)(=[O:10])=[O:9])=[CH:12][CH:13]=2)[CH:20]=1, predict the reactants needed to synthesize it. The reactants are: [F:1][C:2]1[CH:7]=[CH:6][C:5]([S:8]([C:11]2[CH:16]=[CH:15][C:14](Br)=[CH:13][CH:12]=2)(=[O:10])=[O:9])=[CH:4][CH:3]=1.[Cl:18][C:19]1[CH:20]=[CH:21][C:22]([O:28][CH3:29])=[C:23](B(O)O)[CH:24]=1.